This data is from Full USPTO retrosynthesis dataset with 1.9M reactions from patents (1976-2016). The task is: Predict the reactants needed to synthesize the given product. (1) Given the product [C:20]([N:17]1[CH2:16][CH2:15][C:14]2([CH2:11][C:10](=[O:12])[C:3]3[C:2](=[CH:7][CH:6]=[C:5]([O:8][CH3:9])[CH:4]=3)[O:1]2)[CH2:19][CH2:18]1)([O:22][C:23]([CH3:26])([CH3:25])[CH3:24])=[O:21], predict the reactants needed to synthesize it. The reactants are: [OH:1][C:2]1[CH:7]=[CH:6][C:5]([O:8][CH3:9])=[CH:4][C:3]=1[C:10](=[O:12])[CH3:11].O=[C:14]1[CH2:19][CH2:18][N:17]([C:20]([O:22][C:23]([CH3:26])([CH3:25])[CH3:24])=[O:21])[CH2:16][CH2:15]1.N1CCCC1. (2) Given the product [OH:25][C:23]([CH3:26])([CH3:24])[CH2:22][NH:21][C:2]1[CH:3]=[C:4]([CH:9]=[CH:10][C:11]=1[N+:12]([O-:14])=[O:13])[C:5]([O:7][CH3:8])=[O:6], predict the reactants needed to synthesize it. The reactants are: F[C:2]1[CH:3]=[C:4]([CH:9]=[CH:10][C:11]=1[N+:12]([O-:14])=[O:13])[C:5]([O:7][CH3:8])=[O:6].C(=O)([O-])[O-].[Cs+].[Cs+].[NH2:21][CH2:22][C:23]([CH3:26])([OH:25])[CH3:24].C(=O)(O)[O-].[Na+].